This data is from Full USPTO retrosynthesis dataset with 1.9M reactions from patents (1976-2016). The task is: Predict the reactants needed to synthesize the given product. (1) Given the product [CH:21]1([NH:20][C:19]([NH:18][CH:12]2[CH2:13][CH2:14][CH2:15][CH2:16][CH2:17]2)=[O:3])[CH2:26][CH2:25][CH2:24][CH2:23][CH2:22]1, predict the reactants needed to synthesize it. The reactants are: C1OC2C(=CSC=2)[O:3]C1CO.[CH:12]1([N:18]=[C:19]=[N:20][CH:21]2[CH2:26][CH2:25][CH2:24][CH2:23][CH2:22]2)[CH2:17][CH2:16][CH2:15][CH2:14][CH2:13]1.C(C1C=CC(C2C=CC(OCC(O)=O)=CC=2)=CC=1)#N. (2) Given the product [NH3:9].[Cl:1][C:2]1[CH:3]=[C:4]([CH:12]=[CH:13][C:14]=1[Cl:15])[O:5][CH:6]1[CH2:11][CH2:10][N:9]([CH2:16][CH:18]2[CH2:23][CH2:22][CH2:21][N:20]([C:24]([O:26][C:27]([CH3:28])([CH3:30])[CH3:29])=[O:25])[CH2:19]2)[CH2:8][CH2:7]1, predict the reactants needed to synthesize it. The reactants are: [Cl:1][C:2]1[CH:3]=[C:4]([CH:12]=[CH:13][C:14]=1[Cl:15])[O:5][CH:6]1[CH2:11][CH2:10][NH:9][CH2:8][CH2:7]1.[CH:16]([CH:18]1[CH2:23][CH2:22][CH2:21][N:20]([C:24]([O:26][C:27]([CH3:30])([CH3:29])[CH3:28])=[O:25])[CH2:19]1)=O.C(O[BH-](OC(=O)C)OC(=O)C)(=O)C.[Na+].[OH-].[Na+]. (3) Given the product [Br:25][CH:5]([C:6]1[CH:11]=[CH:10][C:9]([C:12]2[CH:17]=[CH:16][CH:15]=[CH:14][CH:13]=2)=[CH:8][CH:7]=1)[CH:4]([O:28][CH2:27][CH3:26])[O:3][CH2:1][CH3:2], predict the reactants needed to synthesize it. The reactants are: [CH2:1]([O:3][CH:4]=[CH:5][C:6]1[CH:11]=[CH:10][C:9]([C:12]2[CH:17]=[CH:16][CH:15]=[CH:14][CH:13]=2)=[CH:8][CH:7]=1)[CH3:2].C1C(=O)N([Br:25])C(=O)C1.[CH3:26][CH2:27][OH:28].C1COCC1. (4) The reactants are: [C-:1]#[N:2].[Na+].[C:4](=[O:7])([O-])[O-].[NH4+:8].[NH4+].[F:10][C:11]([F:22])([F:21])[CH2:12][CH:13]([CH2:16][C:17]([F:20])([F:19])[F:18])[CH:14]=O.[OH2:23]. Given the product [F:10][C:11]([F:22])([F:21])[CH2:12][CH:13]([CH:14]1[NH:8][C:1](=[O:23])[NH:2][C:4]1=[O:7])[CH2:16][C:17]([F:20])([F:19])[F:18], predict the reactants needed to synthesize it. (5) Given the product [OH:32][CH2:31][NH:30][C:13]1[C:12]([I:38])=[C:11]([C:16]([I:17])=[C:15]([C:18]([NH:19][CH2:20][CH:21]([OH:22])[CH2:25][OH:24])=[O:28])[C:14]=1[I:29])[C:9]([NH:8][CH2:7][CH:6]([OH:39])[CH2:5][N:4]([C:1](=[O:3])[CH3:2])[C:40]1[C:45]([I:46])=[C:44]([C:47]([NH:48][CH2:49][CH:50]([OH:51])[CH2:54][OH:53])=[O:57])[C:43]([I:58])=[C:42]([C:41]=1[I:70])[C:59]([NH:60][CH2:61][CH:62]([OH:63])[CH2:66][OH:65])=[O:69])=[O:10], predict the reactants needed to synthesize it. The reactants are: [C:1]([N:4]([C:40]1[C:45]([I:46])=[C:44]([C:47](=[O:57])[NH:48][CH2:49][CH:50]2[CH2:54][O:53]C(C)(C)[O:51]2)[C:43]([I:58])=[C:42]([C:59](=[O:69])[NH:60][CH2:61][CH:62]2[CH2:66][O:65]C(C)(C)[O:63]2)[C:41]=1[I:70])[CH2:5][CH:6]([OH:39])[CH2:7][NH:8][C:9]([C:11]1[C:12]([I:38])=[C:13]([NH:30][C:31](COC(=O)C)=[O:32])[C:14]([I:29])=[C:15]([C:18](=[O:28])[NH:19][CH2:20][CH:21]2[CH2:25][O:24]C(C)(C)[O:22]2)[C:16]=1[I:17])=[O:10])(=[O:3])[CH3:2]. (6) Given the product [N:1]1[CH:6]=[CH:5][CH:4]=[N:3][C:2]=1[C:7]1[S:8][CH:9]=[CH:10][C:11]=1[C:12]([O-:14])=[O:13].[K+:21], predict the reactants needed to synthesize it. The reactants are: [N:1]1[CH:6]=[CH:5][CH:4]=[N:3][C:2]=1[C:7]1[S:8][CH:9]=[CH:10][C:11]=1[C:12]([O:14]C)=[O:13].C[Si](C)(C)[O-].[K+:21]. (7) Given the product [ClH:34].[NH2:7][CH:8]([C:27](=[O:31])[N:28]([CH3:30])[CH3:29])[CH2:9][C:10]1[CH:15]=[CH:14][C:13]([O:16][C:17]2[CH:22]=[CH:21][C:20]([C:23]([NH:24][OH:25])=[O:26])=[CH:19][CH:18]=2)=[CH:12][CH:11]=1, predict the reactants needed to synthesize it. The reactants are: C(OC(=O)[NH:7][CH:8]([C:27](=[O:31])[N:28]([CH3:30])[CH3:29])[CH2:9][C:10]1[CH:15]=[CH:14][C:13]([O:16][C:17]2[CH:22]=[CH:21][C:20]([C:23](=[O:26])[NH:24][OH:25])=[CH:19][CH:18]=2)=[CH:12][CH:11]=1)(C)(C)C.C(Cl)[Cl:34].